Dataset: Reaction yield outcomes from USPTO patents with 853,638 reactions. Task: Predict the reaction yield, written as a fraction of the theoretical maximum amount of product (1.0 means a 100% yield; for example, 0.34 means a 34% yield). (1) The reactants are [F:1][C:2](=[C:10]([F:12])[F:11])[CH2:3][CH2:4][CH:5]([C:8]#[N:9])[C:6]#[N:7].[H-].[Na+].[Cl:15][C:16]1[CH:23]=[C:22]([C:24]([F:27])([F:26])[F:25])[CH:21]=[C:20]([Cl:28])[C:17]=1[CH2:18]Br. The catalyst is CN(C)C=O. The product is [Cl:15][C:16]1[CH:23]=[C:22]([C:24]([F:25])([F:26])[F:27])[CH:21]=[C:20]([Cl:28])[C:17]=1[CH2:18][C:5]([CH2:4][CH2:3][C:2]([F:1])=[C:10]([F:11])[F:12])([C:6]#[N:7])[C:8]#[N:9]. The yield is 0.510. (2) The reactants are [S:1](=[O:45])(=[O:44])([O:3][CH2:4][C@H:5]1[CH2:9][C@@H:8]([NH:10][C:11]2[C:16]([C:17]([C:19]3[S:20]C(C)=[C:22]([S:24][C:25]4[CH:30]=[CH:29][CH:28]=[C:27]([Cl:31])[CH:26]=4)[CH:23]=3)=[O:18])=[CH:15][N:14]=[CH:13][N:12]=2)[CH2:7][C@@H:6]1[O:33][Si:34]([CH:41]([CH3:43])[CH3:42])([CH:38]([CH3:40])[CH3:39])[CH:35]([CH3:37])[CH3:36])[NH2:2].ClC1C=CC=C(C(OO)=[O:54])C=1.[CH2:57]([Cl:59])Cl. The catalyst is C([O-])(O)=O.[Na+]. The product is [S:1](=[O:44])(=[O:45])([O:3][CH2:4][C@H:5]1[CH2:9][C@@H:8]([NH:10][C:11]2[C:16]([C:17]([C:19]3[S:20][C:57]([Cl:59])=[C:22]([S:24]([C:25]4[CH:30]=[CH:29][CH:28]=[C:27]([Cl:31])[CH:26]=4)=[O:54])[CH:23]=3)=[O:18])=[CH:15][N:14]=[CH:13][N:12]=2)[CH2:7][C@@H:6]1[O:33][Si:34]([CH:41]([CH3:43])[CH3:42])([CH:38]([CH3:39])[CH3:40])[CH:35]([CH3:37])[CH3:36])[NH2:2]. The yield is 0.500. (3) The reactants are [F:1][CH:2]([F:26])[O:3][C:4]1[CH:9]=[CH:8][CH:7]=[CH:6][C:5]=1[N:10]1[CH:15]=[C:14]([O:16][CH3:17])[C:13](=[O:18])[C:12]([C:19](=O)[CH:20]=[CH:21][N:22](C)C)=[N:11]1.[C:27]1([NH:33]N)[CH:32]=[CH:31][CH:30]=[CH:29][CH:28]=1. The catalyst is CC(O)=O. The product is [F:1][CH:2]([F:26])[O:3][C:4]1[CH:9]=[CH:8][CH:7]=[CH:6][C:5]=1[N:10]1[CH:15]=[C:14]([O:16][CH3:17])[C:13](=[O:18])[C:12]([C:19]2[N:33]([C:27]3[CH:32]=[CH:31][CH:30]=[CH:29][CH:28]=3)[N:22]=[CH:21][CH:20]=2)=[N:11]1. The yield is 0.680. (4) The reactants are [C:1](Cl)(=[O:4])[CH:2]=[CH2:3].[NH2:6][C:7]1[C:8]([N:34]([CH2:36][CH2:37][N:38]([CH3:40])[CH3:39])[CH3:35])=[CH:9][C:10]([O:32][CH3:33])=[C:11]([NH:13][C:14]2[N:19]=[C:18]([C:20]3[C:28]4[C:23](=[CH:24][CH:25]=[CH:26][CH:27]=4)[N:22]([CH3:29])[CH:21]=3)[C:17]([C:30]#[N:31])=[CH:16][N:15]=2)[CH:12]=1.CCN(C(C)C)C(C)C. The catalyst is C(Cl)Cl. The product is [C:30]([C:17]1[C:18]([C:20]2[C:28]3[C:23](=[CH:24][CH:25]=[CH:26][CH:27]=3)[N:22]([CH3:29])[CH:21]=2)=[N:19][C:14]([NH:13][C:11]2[C:10]([O:32][CH3:33])=[CH:9][C:8]([N:34]([CH2:36][CH2:37][N:38]([CH3:39])[CH3:40])[CH3:35])=[C:7]([NH:6][C:1](=[O:4])[CH:2]=[CH2:3])[CH:12]=2)=[N:15][CH:16]=1)#[N:31]. The yield is 0.360. (5) The reactants are [CH3:1][O:2][C:3](=[O:24])[C:4]1[CH:9]=[C:8]([N:10]2[CH2:15][CH2:14][O:13][CH2:12][CH2:11]2)[CH:7]=[CH:6][C:5]=1[O:16][Si](C(C)(C)C)(C)C.[F-].C([N+](CCCC)(CCCC)CCCC)CCC. The catalyst is O1CCCC1. The product is [CH3:1][O:2][C:3](=[O:24])[C:4]1[CH:9]=[C:8]([N:10]2[CH2:11][CH2:12][O:13][CH2:14][CH2:15]2)[CH:7]=[CH:6][C:5]=1[OH:16]. The yield is 0.310. (6) The reactants are [NH2:1][C:2]1[CH:7]=[CH:6][C:5]([OH:8])=[CH:4][CH:3]=1.[Cl:9][C:10]1[C:19]2[C:14](=[CH:15][CH:16]=[CH:17][CH:18]=2)[C:13]([C:20]2[CH:25]=[CH:24][C:23]([O:26][CH3:27])=[CH:22][CH:21]=2)=[N:12][N:11]=1.C(O)(CC)C. The catalyst is C(OCC)C. The product is [ClH:9].[CH3:27][O:26][C:23]1[CH:22]=[CH:21][C:20]([C:13]2[C:14]3[C:19](=[CH:18][CH:17]=[CH:16][CH:15]=3)[C:10]([NH:1][C:2]3[CH:7]=[CH:6][C:5]([OH:8])=[CH:4][CH:3]=3)=[N:11][N:12]=2)=[CH:25][CH:24]=1. The yield is 1.00.